This data is from Forward reaction prediction with 1.9M reactions from USPTO patents (1976-2016). The task is: Predict the product of the given reaction. (1) Given the reactants [Br:1][C:2]1[CH:7]=[CH:6][C:5]([N:8]2[CH:12]=[CH:11][C:10]([NH2:13])=[N:9]2)=[CH:4][C:3]=1[O:14][CH3:15].N1C=CC=CC=1.[F:22][C:23]([F:34])([F:33])[C:24](O[C:24](=[O:25])[C:23]([F:34])([F:33])[F:22])=[O:25], predict the reaction product. The product is: [Br:1][C:2]1[CH:7]=[CH:6][C:5]([N:8]2[CH:12]=[CH:11][C:10]([NH:13][C:24](=[O:25])[C:23]([F:34])([F:33])[F:22])=[N:9]2)=[CH:4][C:3]=1[O:14][CH3:15]. (2) Given the reactants [CH3:1][C:2]([CH3:44])([CH3:43])[C:3]#[C:4][C:5]1[S:9][C:8]([C:10]([OH:12])=[O:11])=[C:7]([N:13]([C:34]([CH:36]2[CH2:41][CH2:40][CH:39]([CH3:42])[CH2:38][CH2:37]2)=[O:35])[CH:14]2[CH2:19][CH2:18][CH:17]([O:20][C:21]3[N:26]=[C:25]([O:27]CC[Si](C)(C)C)[CH:24]=[CH:23][N:22]=3)[CH2:16][CH2:15]2)[CH:6]=1.[F-].C([N+](CCCC)(CCCC)CCCC)CCC, predict the reaction product. The product is: [CH3:1][C:2]([CH3:43])([CH3:44])[C:3]#[C:4][C:5]1[S:9][C:8]([C:10]([OH:12])=[O:11])=[C:7]([N:13]([C:34]([CH:36]2[CH2:37][CH2:38][CH:39]([CH3:42])[CH2:40][CH2:41]2)=[O:35])[CH:14]2[CH2:15][CH2:16][CH:17]([O:20][C:21]3[NH:26][C:25](=[O:27])[CH:24]=[CH:23][N:22]=3)[CH2:18][CH2:19]2)[CH:6]=1. (3) Given the reactants C(Cl)(=O)C(Cl)=O.CS(C)=O.[Br:11][C:12]1[CH:17]=[C:16]([Cl:18])[C:15]([CH2:19][OH:20])=[C:14]([Cl:21])[CH:13]=1.C(N(CC)CC)C.C(=O)(O)[O-].[Na+], predict the reaction product. The product is: [Br:11][C:12]1[CH:13]=[C:14]([Cl:21])[C:15]([CH:19]=[O:20])=[C:16]([Cl:18])[CH:17]=1. (4) Given the reactants [F:1][C:2]1[CH:3]=[C:4]([NH:9][C:10]([C:12]2[CH:13]=[C:14]([S:19](Cl)(=[O:21])=[O:20])[CH:15]=[CH:16][C:17]=2[F:18])=[O:11])[CH:5]=[CH:6][C:7]=1[F:8].CCN(CC)CC.Cl.[N:31]1[CH:36]=[CH:35][CH:34]=[N:33][C:32]=1[CH:37]([NH2:39])[CH3:38], predict the reaction product. The product is: [F:1][C:2]1[CH:3]=[C:4]([NH:9][C:10](=[O:11])[C:12]2[CH:13]=[C:14]([S:19](=[O:21])(=[O:20])[NH:39][CH:37]([C:32]3[N:33]=[CH:34][CH:35]=[CH:36][N:31]=3)[CH3:38])[CH:15]=[CH:16][C:17]=2[F:18])[CH:5]=[CH:6][C:7]=1[F:8]. (5) Given the reactants C1(S([C:10]([F:22])([F:21])[CH2:11][CH2:12][CH2:13][CH2:14][C:15]2[CH:20]=[CH:19][CH:18]=[CH:17][CH:16]=2)(=O)=O)C=CC=CC=1, predict the reaction product. The product is: [F:21][CH:10]([F:22])[CH2:11][CH2:12][CH2:13][CH2:14][C:15]1[CH:20]=[CH:19][CH:18]=[CH:17][CH:16]=1. (6) Given the reactants [CH3:1][C:2]1[CH:7]=[N+:6]([O-])[C:5]([C:9]([OH:11])=[O:10])=[CH:4][CH:3]=1.P(Cl)(Cl)([Cl:14])=O, predict the reaction product. The product is: [Cl:14][C:7]1[N:6]=[C:5]([C:9]([OH:11])=[O:10])[CH:4]=[CH:3][C:2]=1[CH3:1]. (7) Given the reactants [P:1]([O-:5])([O-:4])([O-:3])=[O:2].[2H][C:7]1[C:8](=[O:26])[NH:9][C:10](=[O:25])[N:11]([CH:24]=1)[C@@H:12]1[O:22][C@H:17]([C:18]([2H])([2H])O)[C@@H:15]([OH:16])[C@@:13]1(C)[OH:14], predict the reaction product. The product is: [P:1]([O:5][CH2:18][C@H:17]1[O:22][C@@H:12]([N:11]2[CH:24]=[CH:7][C:8](=[O:26])[NH:9][C:10]2=[O:25])[C@H:13]([OH:14])[C@@H:15]1[OH:16])([OH:4])([OH:3])=[O:2]. (8) The product is: [O:11]=[CH:10][CH:7]([C:1]1[CH:6]=[CH:5][CH:4]=[CH:3][CH:2]=1)[C:8]#[N:9]. Given the reactants [C:1]1([CH2:7][C:8]#[N:9])[CH:6]=[CH:5][CH:4]=[CH:3][CH:2]=1.[CH:10](OCC)=[O:11].[H-].[Na+].Cl, predict the reaction product. (9) The product is: [CH3:37][C:35]([CH3:38])([CH3:36])[CH2:34][CH2:33][N:12]1[C:13](=[O:32])[C:14]([C:15]2[NH:20][C:19]3[CH:21]=[CH:22][C:23]([NH:25][S:26]([CH3:29])(=[O:27])=[O:28])=[CH:24][C:18]=3[S:17](=[O:31])(=[O:30])[N:16]=2)=[C:4]([OH:5])[CH:6]2[CH:7]1[CH2:8][CH2:9][CH2:10][CH2:11]2. Given the reactants C(O[C:4]([C@@H:6]1[CH2:11][CH2:10][CH2:9][CH2:8][C@@H:7]1[N:12]([CH2:33][CH2:34][C:35]([CH3:38])([CH3:37])[CH3:36])[C:13](=[O:32])[CH2:14][C:15]1[NH:20][C:19]2[CH:21]=[CH:22][C:23]([NH:25][S:26]([CH3:29])(=[O:28])=[O:27])=[CH:24][C:18]=2[S:17](=[O:31])(=[O:30])[N:16]=1)=[O:5])C.[O-]CC.[Na+].Cl, predict the reaction product.